Dataset: Peptide-MHC class II binding affinity with 134,281 pairs from IEDB. Task: Regression. Given a peptide amino acid sequence and an MHC pseudo amino acid sequence, predict their binding affinity value. This is MHC class II binding data. (1) The peptide sequence is AFILDGDNLFPKG. The MHC is DRB1_0401 with pseudo-sequence DRB1_0401. The binding affinity (normalized) is 0.604. (2) The peptide sequence is RQLIKTDISMSMPKF. The MHC is DRB1_0401 with pseudo-sequence DRB1_0401. The binding affinity (normalized) is 0.879. (3) The MHC is DRB1_0301 with pseudo-sequence DRB1_0301. The peptide sequence is VPFVQWFVGLSPTVW. The binding affinity (normalized) is 0. (4) The peptide sequence is PALEAAVKQAYAATV. The MHC is DRB1_0404 with pseudo-sequence DRB1_0404. The binding affinity (normalized) is 0.411. (5) The peptide sequence is FTVQKGSDPKKLVLN. The MHC is HLA-DPA10103-DPB10201 with pseudo-sequence HLA-DPA10103-DPB10201. The binding affinity (normalized) is 0. (6) The peptide sequence is EVNLVSEHIWC. The MHC is HLA-DQA10102-DQB10602 with pseudo-sequence HLA-DQA10102-DQB10602. The binding affinity (normalized) is 0.0678. (7) The peptide sequence is GDLYIFESRAICKYA. The MHC is DRB1_1501 with pseudo-sequence DRB1_1501. The binding affinity (normalized) is 0.971.